This data is from Full USPTO retrosynthesis dataset with 1.9M reactions from patents (1976-2016). The task is: Predict the reactants needed to synthesize the given product. (1) Given the product [CH:8]([O:11][C:12]([N:14]1[CH:19]([CH2:20][CH3:21])[CH2:18][CH:17]([N:22]([C:1](=[O:3])[CH3:2])[CH2:23][C:24]2[CH:29]=[C:28]([C:30]([F:32])([F:33])[F:31])[CH:27]=[C:26]([C:34]([F:35])([F:36])[F:37])[CH:25]=2)[C:16]2[S:38][CH:39]=[CH:40][C:15]1=2)=[O:13])([CH3:9])[CH3:10], predict the reactants needed to synthesize it. The reactants are: [C:1](OC(=O)C)(=[O:3])[CH3:2].[CH:8]([O:11][C:12]([N:14]1[CH:19]([CH2:20][CH3:21])[CH2:18][CH:17]([NH:22][CH2:23][C:24]2[CH:29]=[C:28]([C:30]([F:33])([F:32])[F:31])[CH:27]=[C:26]([C:34]([F:37])([F:36])[F:35])[CH:25]=2)[C:16]2[S:38][CH:39]=[CH:40][C:15]1=2)=[O:13])([CH3:10])[CH3:9].N1C=CC=CC=1. (2) Given the product [Cl:42][C:3]1[C:13]([Cl:12])=[C:14]([CH2:15][N:16]2[CH2:17][CH2:18][CH2:19][CH2:20]2)[CH:5]=[CH:4][C:2]=1[C:35]1([OH:34])[CH2:38][CH:37]([C:39]([N:27]([CH3:29])[CH3:26])=[O:41])[CH2:36]1, predict the reactants needed to synthesize it. The reactants are: [Li][CH:2]([CH2:4][CH3:5])[CH3:3].C1CCCCC1.[Cl:12][C:13]1C(Cl)=CC=C[C:14]=1[CH2:15][N:16]1[CH2:20][CH2:19][CH2:18][CH2:17]1.[CH3:26][N:27]([CH2:29]CN(C)C)C.[O:34]=[C:35]1[CH2:38][CH:37]([C:39]([OH:41])=O)[CH2:36]1.[ClH:42].CNC.F[P-](F)(F)(F)(F)F.N1(O[P+](N(C)C)(N(C)C)N(C)C)C2C=CC=CC=2N=N1. (3) Given the product [Cl:1][C:2]1[N:3]=[C:4]([NH:26][C:24]([CH3:27])([CH3:25])[CH2:23][C:20]2[CH:21]=[CH:22][C:17]([Cl:16])=[CH:18][CH:19]=2)[C:5]2[CH2:10][N:9]([CH:11]([CH3:13])[CH3:12])[C:8](=[O:14])[C:6]=2[N:7]=1, predict the reactants needed to synthesize it. The reactants are: [Cl:1][C:2]1[N:3]=[C:4](Cl)[C:5]2[CH2:10][N:9]([CH:11]([CH3:13])[CH3:12])[C:8](=[O:14])[C:6]=2[N:7]=1.[Cl:16][C:17]1[CH:22]=[CH:21][C:20]([CH2:23][C:24]([CH3:27])([NH2:26])[CH3:25])=[CH:19][CH:18]=1.C(N(C(C)C)CC)(C)C. (4) Given the product [CH3:35][C:21]1[N:22]=[C:23]([C:25]2[CH:30]=[CH:29][CH:28]=[C:27]([C:31]([F:34])([F:32])[F:33])[CH:26]=2)[S:24][C:20]=1[CH2:19][CH2:18][O:17][C:14]1[CH:15]=[C:16]2[C:11]([CH:10]=[CH:9][N:8]2[CH2:7][C:6]([OH:36])=[O:5])=[CH:12][CH:13]=1, predict the reactants needed to synthesize it. The reactants are: C([O:5][C:6](=[O:36])[CH2:7][N:8]1[C:16]2[C:11](=[CH:12][CH:13]=[C:14]([O:17][CH2:18][CH2:19][C:20]3[S:24][C:23]([C:25]4[CH:30]=[CH:29][CH:28]=[C:27]([C:31]([F:34])([F:33])[F:32])[CH:26]=4)=[N:22][C:21]=3[CH3:35])[CH:15]=2)[CH:10]=[CH:9]1)(C)(C)C.[Li+].[OH-]. (5) Given the product [N+:7]([C:10]1[CH:18]=[CH:17][C:13]([CH2:14][OH:15])=[C:12]([CH2:19][OH:20])[CH:11]=1)([O-:9])=[O:8], predict the reactants needed to synthesize it. The reactants are: O1CCCC1.B.[N+:7]([C:10]1[CH:11]=[C:12]([C:19](O)=[O:20])[C:13](=[CH:17][CH:18]=1)[C:14](O)=[O:15])([O-:9])=[O:8]. (6) Given the product [Br:13][CH2:10][C:9](=[O:11])[C:8]([C:3]1[CH:4]=[CH:5][CH:6]=[CH:7][C:2]=1[Cl:1])=[O:12], predict the reactants needed to synthesize it. The reactants are: [Cl:1][C:2]1[CH:7]=[CH:6][CH:5]=[CH:4][C:3]=1[C:8](=[O:12])[C:9](=[O:11])[CH3:10].[Br:13]Br.C(O)(=O)C.C(Cl)(Cl)Cl. (7) The reactants are: [F:1][C:2]1[CH:3]=[C:4]([C:9]2([CH3:22])[N:13]([CH2:14][C:15]([OH:17])=O)[C:12](=[O:18])[N:11]([CH2:19][CH3:20])[C:10]2=[O:21])[CH:5]=[C:6]([F:8])[CH:7]=1.[NH2:23][C:24]1[CH:25]=[C:26]2[C:39](=[CH:40][CH:41]=1)[CH2:38][C@:28]1([C:36]3[C:31](=[N:32][CH:33]=[CH:34][CH:35]=3)[NH:30][C:29]1=[O:37])[CH2:27]2.C1C=CC2N(O)N=NC=2C=1.C(Cl)CCl.C(N(CC)C(C)C)(C)C. Given the product [F:8][C:6]1[CH:5]=[C:4]([C:9]2([CH3:22])[N:13]([CH2:14][C:15]([NH:23][C:24]3[CH:25]=[C:26]4[C:39](=[CH:40][CH:41]=3)[CH2:38][C@:28]3([C:36]5[C:31](=[N:32][CH:33]=[CH:34][CH:35]=5)[NH:30][C:29]3=[O:37])[CH2:27]4)=[O:17])[C:12](=[O:18])[N:11]([CH2:19][CH3:20])[C:10]2=[O:21])[CH:3]=[C:2]([F:1])[CH:7]=1, predict the reactants needed to synthesize it. (8) Given the product [CH2:25]([N:2]1[CH2:7][CH2:6][CH2:5][CH:4]([C:8]2[CH:9]=[CH:10][C:11]([O:12][C:13]3[CH:21]=[CH:20][C:16]([C:17]([NH2:19])=[O:18])=[CH:15][N:14]=3)=[CH:22][CH:23]=2)[CH2:3]1)[CH2:26][C:27]1[CH:32]=[CH:31][CH:30]=[CH:29][CH:28]=1, predict the reactants needed to synthesize it. The reactants are: Cl.[NH:2]1[CH2:7][CH2:6][CH2:5][CH:4]([C:8]2[CH:23]=[CH:22][C:11]([O:12][C:13]3[CH:21]=[CH:20][C:16]([C:17]([NH2:19])=[O:18])=[CH:15][N:14]=3)=[CH:10][CH:9]=2)[CH2:3]1.Br[CH2:25][CH2:26][C:27]1[CH:32]=[CH:31][CH:30]=[CH:29][CH:28]=1.C(=O)([O-])[O-].[K+].[K+]. (9) Given the product [ClH:1].[C:8]1([C:6]2[N:5]=[C:4]3[CH2:13][CH2:14][CH2:15][C:3]3=[C:2]([NH:16][C:17]3[CH:18]=[CH:19][C:20]([CH2:23][C:24]([NH2:26])=[O:25])=[CH:21][CH:22]=3)[CH:7]=2)[CH2:12][CH2:11][CH2:10][CH:9]=1, predict the reactants needed to synthesize it. The reactants are: [Cl:1][C:2]1[CH:7]=[C:6]([C:8]2[CH2:12][CH2:11][CH2:10][CH:9]=2)[N:5]=[C:4]2[CH2:13][CH2:14][CH2:15][C:3]=12.[NH2:16][C:17]1[CH:22]=[CH:21][C:20]([CH2:23][C:24]([NH2:26])=[O:25])=[CH:19][CH:18]=1. (10) Given the product [CH3:1][O:2][C:3]1[CH:4]=[CH:5][C:6]([CH2:7][N:8]2[C:12]3[N:13]([CH2:43][C:44]4[N:48]=[C:47]([CH3:49])[O:46][N:45]=4)[CH2:14][CH2:15][CH2:16][C:17](=[O:18])[C:11]=3[CH:10]=[N:9]2)=[CH:19][CH:20]=1, predict the reactants needed to synthesize it. The reactants are: [CH3:1][O:2][C:3]1[CH:20]=[CH:19][C:6]([CH2:7][N:8]2[C:12]3[NH:13][CH2:14][CH2:15][CH2:16][C:17](=[O:18])[C:11]=3[CH:10]=[N:9]2)=[CH:5][CH:4]=1.C1OCCOCCOCCOCCOC1.CC([O-])(C)C.[Na+].Cl[CH2:43][C:44]1[N:48]=[C:47]([CH3:49])[O:46][N:45]=1.